Dataset: Forward reaction prediction with 1.9M reactions from USPTO patents (1976-2016). Task: Predict the product of the given reaction. (1) Given the reactants [Br:1][C:2]1[CH:3]=[C:4]([C:8]([C:10]([C:12]2[CH:17]=[CH:16][CH:15]=[CH:14][CH:13]=2)=O)=O)[CH:5]=[CH:6][CH:7]=1.[CH2:18]([C:30]1[CH:35]=[CH:34][C:33]([CH2:36][C:37](=[O:57])[CH2:38][C:39]2[CH:44]=[CH:43][C:42]([CH2:45][CH2:46][CH2:47][CH2:48][CH2:49][CH2:50][CH2:51][CH2:52][CH2:53][CH2:54][CH2:55][CH3:56])=[CH:41][CH:40]=2)=[CH:32][CH:31]=1)[CH2:19][CH2:20][CH2:21][CH2:22][CH2:23][CH2:24][CH2:25][CH2:26][CH2:27][CH2:28][CH3:29].[OH-].C([N+](CC)(CC)CC)C, predict the reaction product. The product is: [Br:1][C:2]1[CH:3]=[C:4]([C:8]2[C:10]([C:12]3[CH:13]=[CH:14][CH:15]=[CH:16][CH:17]=3)=[C:38]([C:39]3[CH:44]=[CH:43][C:42]([CH2:45][CH2:46][CH2:47][CH2:48][CH2:49][CH2:50][CH2:51][CH2:52][CH2:53][CH2:54][CH2:55][CH3:56])=[CH:41][CH:40]=3)[C:37](=[O:57])[C:36]=2[C:33]2[CH:34]=[CH:35][C:30]([CH2:18][CH2:19][CH2:20][CH2:21][CH2:22][CH2:23][CH2:24][CH2:25][CH2:26][CH2:27][CH2:28][CH3:29])=[CH:31][CH:32]=2)[CH:5]=[CH:6][CH:7]=1. (2) Given the reactants [NH2:1][C:2]1[CH:7]=[CH:6][C:5]([N:8]([CH3:25])[S:9]([C:12]2[CH:13]=[C:14]([C:18]3[CH:23]=[CH:22][C:21]([F:24])=[CH:20][CH:19]=3)[CH:15]=[CH:16][CH:17]=2)(=[O:11])=[O:10])=[C:4]([CH3:26])[CH:3]=1.[C:27]1([N:33]=[C:34]=[O:35])[CH:32]=[CH:31][CH:30]=[CH:29][CH:28]=1, predict the reaction product. The product is: [CH3:25][N:8]([C:5]1[CH:6]=[CH:7][C:2]([NH:1][C:34]([NH:33][C:27]2[CH:32]=[CH:31][CH:30]=[CH:29][CH:28]=2)=[O:35])=[CH:3][C:4]=1[CH3:26])[S:9]([C:12]1[CH:13]=[C:14]([C:18]2[CH:23]=[CH:22][C:21]([F:24])=[CH:20][CH:19]=2)[CH:15]=[CH:16][CH:17]=1)(=[O:11])=[O:10]. (3) Given the reactants [CH3:1][S:2][CH2:3][CH2:4][C@H:5]([N:15]1[C:19]([C:20]2[CH:25]=[CH:24][CH:23]=[CH:22][CH:21]=2)=[C:18]([C:26]([O:28]CC)=[O:27])[N:17]=[CH:16]1)[CH2:6][C:7]([N:9]1[CH2:14][CH2:13][O:12][CH2:11][CH2:10]1)=[O:8].[OH-].[Li+].Cl.[Cl-].[Na+], predict the reaction product. The product is: [CH3:1][S:2][CH2:3][CH2:4][C@H:5]([N:15]1[C:19]([C:20]2[CH:25]=[CH:24][CH:23]=[CH:22][CH:21]=2)=[C:18]([C:26]([OH:28])=[O:27])[N:17]=[CH:16]1)[CH2:6][C:7]([N:9]1[CH2:14][CH2:13][O:12][CH2:11][CH2:10]1)=[O:8]. (4) Given the reactants [I:1][C:2]1[CH:7]=[CH:6][N:5]=[C:4]2[NH:8][C:9]([C:11]3[CH:20]=[CH:19][C:14]([C:15]([O:17]C)=[O:16])=[CH:13][CH:12]=3)=[N:10][C:3]=12.[OH-].[Li+].Cl, predict the reaction product. The product is: [I:1][C:2]1[CH:7]=[CH:6][N:5]=[C:4]2[NH:8][C:9]([C:11]3[CH:12]=[CH:13][C:14]([C:15]([OH:17])=[O:16])=[CH:19][CH:20]=3)=[N:10][C:3]=12. (5) The product is: [CH3:1][C:2]1[C:6]([CH2:7][CH2:8][CH2:9][O:10][C:22]2[CH:27]=[CH:26][CH:25]=[CH:24][C:23]=2[CH2:28][C:29]([OH:31])=[O:30])=[CH:5][N:4]([C:11]2[CH:16]=[CH:15][C:14]([C:17]([F:19])([F:20])[F:18])=[CH:13][N:12]=2)[N:3]=1. Given the reactants [CH3:1][C:2]1[C:6]([CH2:7][CH2:8][CH2:9][OH:10])=[CH:5][N:4]([C:11]2[CH:16]=[CH:15][C:14]([C:17]([F:20])([F:19])[F:18])=[CH:13][N:12]=2)[N:3]=1.O[C:22]1[CH:27]=[CH:26][CH:25]=[CH:24][C:23]=1[CH2:28][C:29]([O:31]C)=[O:30].C(P(CCCC)CCCC)CCC.N(C(N1CCCCC1)=O)=NC(N1CCCCC1)=O, predict the reaction product. (6) The product is: [Cl:34][C:35]1[N:36]=[CH:37][C:38]([N:17]2[C:18]3[C:14](=[CH:13][C:12]([C:10]([N:7]4[CH2:8][CH2:9][N:4]([CH:1]([CH3:3])[CH3:2])[CH2:5][CH2:6]4)=[O:11])=[CH:20][CH:19]=3)[CH:15]=[C:16]2[C:21]([N:23]2[CH2:28][CH2:27][N:26]([C:29](=[O:33])[CH:30]([CH3:32])[CH3:31])[CH2:25][CH2:24]2)=[O:22])=[CH:39][CH:40]=1. Given the reactants [CH:1]([N:4]1[CH2:9][CH2:8][N:7]([C:10]([C:12]2[CH:13]=[C:14]3[C:18](=[CH:19][CH:20]=2)[NH:17][C:16]([C:21]([N:23]2[CH2:28][CH2:27][N:26]([C:29](=[O:33])[CH:30]([CH3:32])[CH3:31])[CH2:25][CH2:24]2)=[O:22])=[CH:15]3)=[O:11])[CH2:6][CH2:5]1)([CH3:3])[CH3:2].[Cl:34][C:35]1[CH:40]=[CH:39][C:38](B(O)O)=[CH:37][N:36]=1, predict the reaction product. (7) Given the reactants [CH3:1][C@H:2]1[CH2:7][CH2:6][N:5]([C:8]([O:10][C:11]([CH3:14])([CH3:13])[CH3:12])=[O:9])[CH2:4][C@H:3]1[C:15](=O)[NH:16][CH2:17][C:18]1[N:19]=[C:20]2[CH:26]=[CH:25][N:24]([S:27]([C:30]3[CH:36]=[CH:35][C:33]([CH3:34])=[CH:32][CH:31]=3)(=[O:29])=[O:28])[C:21]2=[N:22][CH:23]=1.COC1C=CC(P2(SP(C3C=CC(OC)=CC=3)(=S)S2)=[S:47])=CC=1, predict the reaction product. The product is: [CH3:1][C@H:2]1[CH2:7][CH2:6][N:5]([C:8]([O:10][C:11]([CH3:14])([CH3:13])[CH3:12])=[O:9])[CH2:4][C@H:3]1[C:15](=[S:47])[NH:16][CH2:17][C:18]1[N:19]=[C:20]2[CH:26]=[CH:25][N:24]([S:27]([C:30]3[CH:36]=[CH:35][C:33]([CH3:34])=[CH:32][CH:31]=3)(=[O:29])=[O:28])[C:21]2=[N:22][CH:23]=1.